This data is from Full USPTO retrosynthesis dataset with 1.9M reactions from patents (1976-2016). The task is: Predict the reactants needed to synthesize the given product. (1) Given the product [C:1]([O:5][C:6]([NH:8][CH:9]([C:27]1[CH:32]=[CH:31][CH:30]=[CH:29][CH:28]=1)[C:10]1[CH:11]=[C:12]([CH:24]=[CH:25][CH:26]=1)[O:13][CH2:14][C:15]1[CH:23]=[CH:22][C:18]([C:19]([O:21][CH2:34][CH2:35][CH2:36][CH:37]2[O:41][CH2:40][CH2:39][O:38]2)=[O:20])=[CH:17][CH:16]=1)=[O:7])([CH3:4])([CH3:2])[CH3:3], predict the reactants needed to synthesize it. The reactants are: [C:1]([O:5][C:6]([NH:8][CH:9]([C:27]1[CH:32]=[CH:31][CH:30]=[CH:29][CH:28]=1)[C:10]1[CH:11]=[C:12]([CH:24]=[CH:25][CH:26]=1)[O:13][CH2:14][C:15]1[CH:23]=[CH:22][C:18]([C:19]([OH:21])=[O:20])=[CH:17][CH:16]=1)=[O:7])([CH3:4])([CH3:3])[CH3:2].Cl[CH2:34][CH2:35][CH2:36][CH:37]1[O:41][CH2:40][CH2:39][O:38]1. (2) Given the product [C:12]1([C:7]([C:1]2[CH:2]=[CH:3][CH:4]=[CH:5][CH:6]=2)([CH3:11])[C:8]([NH:18][CH2:19][CH2:20][CH2:21][N:22]2[CH2:27][CH2:26][CH:25]([C:28]3[CH:29]=[C:30]([NH:34][C:35]([CH:37]4[CH2:39][CH2:38]4)=[O:36])[CH:31]=[CH:32][CH:33]=3)[CH2:24][CH2:23]2)=[O:10])[CH:17]=[CH:16][CH:15]=[CH:14][CH:13]=1, predict the reactants needed to synthesize it. The reactants are: [C:1]1([C:7]([C:12]2[CH:17]=[CH:16][CH:15]=[CH:14][CH:13]=2)([CH3:11])[C:8]([OH:10])=O)[CH:6]=[CH:5][CH:4]=[CH:3][CH:2]=1.[NH2:18][CH2:19][CH2:20][CH2:21][N:22]1[CH2:27][CH2:26][CH:25]([C:28]2[CH:29]=[C:30]([NH:34][C:35]([CH:37]3[CH2:39][CH2:38]3)=[O:36])[CH:31]=[CH:32][CH:33]=2)[CH2:24][CH2:23]1.